This data is from Experimentally validated miRNA-target interactions with 360,000+ pairs, plus equal number of negative samples. The task is: Binary Classification. Given a miRNA mature sequence and a target amino acid sequence, predict their likelihood of interaction. (1) The miRNA is hsa-miR-198 with sequence GGUCCAGAGGGGAGAUAGGUUC. The protein sequence of the target gene is MGDMANSSIEFHPKPQQQRDVPQAGGFGCTLAELRTLMELRGAEALQKIEEAYGDVSGLCRRLKTSPTEGLADNTNDLEKRRQIYGQNFIPPKQPKTFLQLVWEALQDVTLIILEVAAIVSLGLSFYAPPGEESEACGNVSGGAEDEGEAEAGWIEGAAILLSVICVVLVTAFNDWSKEKQFRGLQSRIEQEQKFTVIRNGQLLQVPVAALVVGDIAQVKYGDLLPADGVLIQANDLKIDESSLTGESDHVRKSADKDPMLLSGTHVMEGSGRMVVTAVGVNSQTGIIFTLLGAGGEEEE.... Result: 0 (no interaction). (2) The miRNA is hsa-miR-3940-5p with sequence GUGGGUUGGGGCGGGCUCUG. The protein sequence of the target gene is MKPKLMYQELKVPVEEPAGELPLNEIEAWKAAEKKARWVLLVLILAVVGFGALMTQLFLWEYGDLHLFGPNQRPAPCYDPCEAVLVESIPEGLEFPNATTSNPSTSQAWLGLLAGAHSSLDIASFYWTLTNNDTHTQEPSAQQGEEVLQQLQALAPRGVKVRIAVSKPNGPLADLQSLLQSGAQVRMVDMQKLTHGVLHTKFWVVDQTHFYLGSANMDWRSLTQVKELGVVMYNCSCLARDLTKIFEAYWFLGQAGSSIPSTWPRSFDTRYNQETPMEICLNGTPALAYLASAPPPLCPS.... Result: 0 (no interaction). (3) The miRNA is hsa-miR-6754-5p with sequence CCAGGGAGGCUGGUUUGGAGGA. The protein sequence of the target gene is MGDWSALGKLLDKVQAYSTAGGKVWLSVLFIFRILLLGTAVESAWGDEQSAFRCNTQQPGCENVCYDKSFPISHVRFWVLQIIFVSVPTLLYLAHVFYVMRKEEKLNKKEEELKVAQTDGVNVEMHLKQIEIKKFKYGIEEHGKVKMRGGLLRTYIISILFKSVFEVAFLLIQWYIYGFSLSAVYTCKRDPCPHQVDCFLSRPTEKTIFIIFMLVVSLVSLALNIIELFYVFFKGVKDRVKGRSDPYHATTGPLSPSKDCGSPKYAYFNGCSSPTAPLSPMSPPGYKLVTGDRNNSSCRN.... Result: 0 (no interaction). (4) The miRNA is hsa-miR-6840-5p with sequence ACCCCCGGGCAAAGACCUGCAGAU. The protein sequence of the target gene is MKSLKSRLRRQDVPGPASSGAAAASAHAADWNKYDDRLMKAAERGDVEKVTSILAKKGVNPGKLDVEGRSVFHVVTSKGNLECLNAILIHGVDITTSDTAGRNALHLAAKYGHALCLQKLLQYNCPTEHADLQGRTALHDAAMADCPSSIQLLCDHGASVNAKDVDGRTPLVLATQMSRPTICQLLIDRGADVNSRDKQNRTALMLGCEYGCRDAVEVLIKNGADISLLDALGHDSSYYARIGDNLDILTLLKTASENTNKGRELWKKGPSLQQRNLTHMQDEVNVKSHQREHQNIQDLE.... Result: 1 (interaction).